Task: Predict the reactants needed to synthesize the given product.. Dataset: Full USPTO retrosynthesis dataset with 1.9M reactions from patents (1976-2016) (1) Given the product [C:13]([N:5]1[C:6]2[C:11](=[CH:10][C:9]([F:12])=[CH:8][CH:7]=2)[C@H:2]([NH:1][C:21]2[N:22]=[CH:23][C:24]([C:27]#[N:28])=[N:25][CH:26]=2)[C@@H:3]([CH3:19])[C@@H:4]1[CH:16]1[CH2:18][CH2:17]1)(=[O:15])[CH3:14], predict the reactants needed to synthesize it. The reactants are: [NH2:1][C@H:2]1[C:11]2[C:6](=[CH:7][CH:8]=[C:9]([F:12])[CH:10]=2)[N:5]([C:13](=[O:15])[CH3:14])[C@@H:4]([CH:16]2[CH2:18][CH2:17]2)[C@@H:3]1[CH3:19].Cl[C:21]1[N:22]=[CH:23][C:24]([C:27]#[N:28])=[N:25][CH:26]=1. (2) The reactants are: C1(OC)C=CC=CC=1.[NH2:9][C:10]1[C:15]([Br:16])=[CH:14][C:13]([CH3:17])=[CH:12][N:11]=1.[Br:18][C:19]1[CH:24]=[CH:23][CH:22]=[CH:21][C:20]=1I.C(=O)([O-])[O-].[Cs+].[Cs+]. Given the product [Br:16][C:15]1[C:10]([NH:9][C:20]2[CH:21]=[CH:22][CH:23]=[CH:24][C:19]=2[Br:18])=[N:11][CH:12]=[C:13]([CH3:17])[CH:14]=1, predict the reactants needed to synthesize it. (3) Given the product [CH:1]1([CH:7]([O:9][C:10]2[CH:17]=[CH:16][C:13]([CH2:14][OH:15])=[CH:12][CH:11]=2)[CH3:8])[CH2:6][CH2:5][CH2:4][CH2:3][CH2:2]1, predict the reactants needed to synthesize it. The reactants are: [CH:1]1([CH:7]([O:9][C:10]2[CH:17]=[CH:16][C:13]([CH:14]=[O:15])=[CH:12][CH:11]=2)[CH3:8])[CH2:6][CH2:5][CH2:4][CH2:3][CH2:2]1.[BH4-].[Na+]. (4) Given the product [Br:24][C:22]1[CH:21]=[CH:20][CH:17]=[CH:16][C:15]=1[N:12]1[CH2:13][CH2:14][C:9]2[O:8][C:7]([C:2]3[CH:3]=[CH:4][CH:5]=[CH:6][N:1]=3)=[N:23][C:10]=2[CH2:11]1, predict the reactants needed to synthesize it. The reactants are: [N:1]1[CH:6]=[CH:5][CH:4]=[CH:3][C:2]=1[C:7]1[O:8][C:9]2[CH2:14][CH2:13][N:12]([C:15]3[CH:16]=[C:17]([CH:20]=[CH:21][CH:22]=3)C#N)[CH2:11][C:10]=2[N:23]=1.[Br:24]C1C=C(C=CC=1)C#N. (5) Given the product [ClH:27].[NH2:26][C:21]1[C:22]2[C:17](=[C:16]([O:15][C@@H:12]3[CH2:11][CH2:10][C@H:9]([NH2:8])[CH2:14][CH2:13]3)[CH:25]=[CH:24][CH:23]=2)[CH:18]=[CH:19][N:20]=1, predict the reactants needed to synthesize it. The reactants are: C(OC([NH:8][C@H:9]1[CH2:14][CH2:13][C@@H:12]([O:15][C:16]2[CH:25]=[CH:24][CH:23]=[C:22]3[C:17]=2[CH:18]=[CH:19][N:20]=[C:21]3[NH2:26])[CH2:11][CH2:10]1)=O)(C)(C)C.[ClH:27].CO. (6) Given the product [CH3:18][N:19]([CH3:29])[C:20]1[CH:25]=[CH:24][C:23]([C:9]2[C:14]([NH2:15])=[CH:13][CH:12]=[C:11]([O:16][CH3:17])[N:10]=2)=[CH:22][CH:21]=1, predict the reactants needed to synthesize it. The reactants are: C1(C)C=CC=CC=1.Br[C:9]1[C:14]([NH2:15])=[CH:13][CH:12]=[C:11]([O:16][CH3:17])[N:10]=1.[CH3:18][N:19]([CH3:29])[C:20]1[CH:25]=[CH:24][C:23](B(O)O)=[CH:22][CH:21]=1.C(=O)([O-])[O-].[Na+].[Na+]. (7) Given the product [Br:1][C:2]1[CH:3]=[C:4]([CH3:10])[C:5]2[NH:9][CH:11]=[N:8][C:6]=2[CH:7]=1, predict the reactants needed to synthesize it. The reactants are: [Br:1][C:2]1[CH:7]=[C:6]([NH2:8])[C:5]([NH2:9])=[C:4]([CH3:10])[CH:3]=1.[C:11]([O-])(O)=O.[Na+]. (8) Given the product [NH2:8][C:7]1([C:1]2[CH:6]=[CH:5][CH:4]=[CH:3][CH:2]=2)[CH:11]([CH2:10][OH:9])[CH2:12][N:13]([C:15]([O:17][CH2:18][C:19]2[CH:20]=[CH:21][CH:22]=[CH:23][CH:24]=2)=[O:16])[CH2:14]1, predict the reactants needed to synthesize it. The reactants are: [C:1]1([C:7]23[CH2:14][N:13]([C:15]([O:17][CH2:18][C:19]4[CH:24]=[CH:23][CH:22]=[CH:21][CH:20]=4)=[O:16])[CH2:12][CH:11]2[CH2:10][O:9][NH:8]3)[CH:6]=[CH:5][CH:4]=[CH:3][CH:2]=1.C(OCC)(=O)C. (9) Given the product [OH:15][C@H:13]([CH2:14][S:31][C:25]1[CH:30]=[CH:29][CH:28]=[CH:27][CH:26]=1)[CH2:12][O:11][S:8]([C:5]1[CH:6]=[CH:7][C:2]([CH3:1])=[CH:3][CH:4]=1)(=[O:10])=[O:9], predict the reactants needed to synthesize it. The reactants are: [CH3:1][C:2]1[CH:7]=[CH:6][C:5]([S:8]([O:11][CH2:12][C@@H:13]2[O:15][CH2:14]2)(=[O:10])=[O:9])=[CH:4][CH:3]=1.C(N(CC)C(C)C)(C)C.[C:25]1([SH:31])[CH:30]=[CH:29][CH:28]=[CH:27][CH:26]=1.O.